Task: Predict the reactants needed to synthesize the given product.. Dataset: Full USPTO retrosynthesis dataset with 1.9M reactions from patents (1976-2016) (1) Given the product [CH3:23][O:22][C:15]1[CH:14]=[C:13]([C@H:12]([OH:67])[CH2:11][OH:24])[CH:18]=[CH:17][CH:16]=1, predict the reactants needed to synthesize it. The reactants are: CC[C@H]1[C@H]2C[C@H]([C@H:11]([O:24]C3C4C(=CC=CC=4)C([O:24][C@H:11]([C:12]4C=CN=[C:18]5[C:13]=4[CH:14]=[C:15]([O:22][CH3:23])[CH:16]=[CH:17]5)[C@@H]4N5C[C@H](CC)[C@@H](CC5)C4)=NN=3)[C:12]3C=CN=[C:18]4[C:13]=3[CH:14]=[C:15]([O:22][CH3:23])[CH:16]=[CH:17]4)N(CC2)C1.C(C1C=CC=C([O:67]C)C=1)=C. (2) Given the product [F:19][C:20]1[CH:25]=[CH:24][C:23]([N:5]2[C:6]([CH2:8][NH:9][C:10](=[O:16])[O:11][C:12]([CH3:14])([CH3:15])[CH3:13])=[CH:7][C:3]([C:2]([F:1])([F:17])[F:18])=[N:4]2)=[CH:22][CH:21]=1, predict the reactants needed to synthesize it. The reactants are: [F:1][C:2]([F:18])([F:17])[C:3]1[CH:7]=[C:6]([CH2:8][NH:9][C:10](=[O:16])[O:11][C:12]([CH3:15])([CH3:14])[CH3:13])[NH:5][N:4]=1.[F:19][C:20]1[CH:25]=[CH:24][C:23](B(O)O)=[CH:22][CH:21]=1.N1C=CC=CC=1. (3) Given the product [C:11]1([C:33]2[CH:38]=[CH:37][CH:36]=[CH:35][CH:34]=2)[CH:12]=[CH:13][C:14]([CH2:17][C@H:18]2[N:22](/[CH:23]=[CH:41]/[C:40]3[CH:42]=[CH:56][CH:55]=[CH:54][CH:39]=3)[C:47](=[O:50])[C:20](=[CH2:21])[CH2:19]2)=[CH:15][CH:16]=1, predict the reactants needed to synthesize it. The reactants are: [Li+].C[Si]([N-][Si](C)(C)C)(C)C.[C:11]1([C:33]2[CH:38]=[CH:37][CH:36]=[CH:35][CH:34]=2)[CH:16]=[CH:15][C:14]([CH2:17][C@H:18]2[N:22]([CH2:23]C3C=CC(OC)=CC=3)[C:21](=O)[CH2:20][CH2:19]2)=[CH:13][CH:12]=1.[C:39](Cl)(=O)[CH:40]([CH3:42])[CH3:41].C=O.[C:47]([O-:50])([O-])=O.[K+].[K+].O1C[CH2:56][CH2:55][CH2:54]1. (4) Given the product [CH2:18]([C:6]1[CH:7]=[C:8]([OH:10])[CH:9]=[C:4]([CH2:1][CH:2]=[CH2:3])[C:5]=1[O:21][CH:23]([C:28]1[CH:33]=[CH:32][C:31]([Cl:34])=[CH:30][CH:29]=1)[C:24]([O:26][CH3:27])=[O:25])[CH:19]=[CH2:20], predict the reactants needed to synthesize it. The reactants are: [CH2:1]([C:4]1[CH:9]=[C:8]([O:10]CC2C=CC=CC=2)[CH:7]=[C:6]([CH2:18][CH:19]=[CH2:20])[C:5]=1[OH:21])[CH:2]=[CH2:3].Br[CH:23]([C:28]1[CH:33]=[CH:32][C:31]([Cl:34])=[CH:30][CH:29]=1)[C:24]([O:26][CH3:27])=[O:25].C([O-])([O-])=O.[Cs+].[Cs+].CCOCC.